From a dataset of Reaction yield outcomes from USPTO patents with 853,638 reactions. Predict the reaction yield, written as a fraction of the theoretical maximum amount of product (1.0 means a 100% yield; for example, 0.34 means a 34% yield). The reactants are [CH3:1][O-:2].[Na+].[Na].F[C:6]1[CH:11]=[C:10]([Cl:12])[C:9]([N+:13]([O-:15])=[O:14])=[CH:8][C:7]=1C.[CH3:17]O. No catalyst specified. The product is [Cl:12][C:10]1[CH:11]=[C:6]([O:2][CH3:1])[CH:7]=[C:8]([CH3:17])[C:9]=1[N+:13]([O-:15])=[O:14]. The yield is 1.00.